From a dataset of Catalyst prediction with 721,799 reactions and 888 catalyst types from USPTO. Predict which catalyst facilitates the given reaction. (1) Reactant: I[C:2]1[CH:3]=[CH:4][C:5]([NH2:8])=[N:6][CH:7]=1.[CH3:9][C@H:10]1[CH2:15][CH2:14][C@H:13]([C:16]([N:18]([CH:31]([CH3:33])[CH3:32])[C:19]2[CH:20]=[C:21](B(O)O)[S:22][C:23]=2[C:24]([O:26][CH3:27])=[O:25])=[O:17])[CH2:12][CH2:11]1.[F-].[Cs+]. Product: [NH2:8][C:5]1[N:6]=[CH:7][C:2]([C:21]2[S:22][C:23]([C:24]([O:26][CH3:27])=[O:25])=[C:19]([N:18]([C:16]([C@H:13]3[CH2:14][CH2:15][C@H:10]([CH3:9])[CH2:11][CH2:12]3)=[O:17])[CH:31]([CH3:33])[CH3:32])[CH:20]=2)=[CH:3][CH:4]=1. The catalyst class is: 108. (2) Reactant: [NH2:1][C:2]1[CH:7]=[CH:6][C:5]([NH:8][C:9](=[O:14])[C:10]([CH3:13])([CH3:12])[CH3:11])=[C:4]([CH3:15])[CH:3]=1.[Cl:16][C:17]1[CH:32]=[CH:31][C:20]([O:21][C:22]2[N:26]([CH3:27])[N:25]=[C:24]([CH3:28])[C:23]=2[CH:29]=O)=[CH:19][CH:18]=1.C([BH3-])#N.[Na+].C(O)(=O)C. Product: [Cl:16][C:17]1[CH:32]=[CH:31][C:20]([O:21][C:22]2[N:26]([CH3:27])[N:25]=[C:24]([CH3:28])[C:23]=2[CH2:29][NH:1][C:2]2[CH:7]=[CH:6][C:5]([NH:8][C:9](=[O:14])[C:10]([CH3:11])([CH3:12])[CH3:13])=[C:4]([CH3:15])[CH:3]=2)=[CH:19][CH:18]=1. The catalyst class is: 382. (3) Reactant: [OH:1][C:2]1[CH:7]=[CH:6][C:5]([CH2:8][C@H:9]([NH:24][C:25](=[O:33])[C:26]2[CH:31]=[CH:30][CH:29]=[C:28]([CH3:32])[CH:27]=2)[C:10](=[O:23])[NH:11][CH2:12][CH2:13][NH:14][C:15]2[CH:20]=[CH:19][C:18]([O:21][CH3:22])=[CH:17][CH:16]=2)=[CH:4][CH:3]=1.[C:34]1(B(O)O)[CH:39]=[CH:38][CH:37]=[CH:36][CH:35]=1.CCN(CC)CC. Product: [CH3:22][O:21][C:18]1[CH:19]=[CH:20][C:15]([NH:14][CH2:13][CH2:12][NH:11][C:10]([C@@H:9]([NH:24][C:25](=[O:33])[C:26]2[CH:31]=[CH:30][CH:29]=[C:28]([CH3:32])[CH:27]=2)[CH2:8][C:5]2[CH:6]=[CH:7][C:2]([O:1][C:34]3[CH:39]=[CH:38][CH:37]=[CH:36][CH:35]=3)=[CH:3][CH:4]=2)=[O:23])=[CH:16][CH:17]=1. The catalyst class is: 749. (4) Reactant: I[C:2]1[C:6]2[CH:7]=[C:8]3[C:13](=[CH:14][C:5]=2[N:4](C(C2C=CC=CC=2)(C2C=CC=CC=2)C2C=CC=CC=2)[N:3]=1)[NH:12][C:11](=[O:15])[N:10]([C@@H:16]([C:18]1[CH:23]=[CH:22][CH:21]=[CH:20][CH:19]=1)[CH3:17])[CH2:9]3.[O:43]1[CH2:47][CH2:46][CH:45]([OH:48])[CH2:44]1. Product: [C:18]1([C@H:16]([N:10]2[CH2:9][C:8]3[C:13](=[CH:14][C:5]4[NH:4][N:3]=[C:2]([O:48][CH:45]5[CH2:46][CH2:47][O:43][CH2:44]5)[C:6]=4[CH:7]=3)[NH:12][C:11]2=[O:15])[CH3:17])[CH:19]=[CH:20][CH:21]=[CH:22][CH:23]=1. The catalyst class is: 11. (5) Reactant: [Li][CH2:2][CH2:3][CH2:4][CH3:5].[C:6]1([PH2:12])[CH:11]=[CH:10][CH:9]=[CH:8][CH:7]=1.[CH2:13]1COC[CH2:14]1. Product: [CH3:5][C@@H:4]1[CH2:3][CH2:2][C@@H:13]([CH3:14])[P:12]1[C:6]1[CH:11]=[CH:10][CH:9]=[CH:8][CH:7]=1. The catalyst class is: 6. (6) Reactant: C1N=CN([C:6](N2C=NC=C2)=[O:7])C=1.Cl.[NH2:14][C@@H:15]1[CH2:24][CH2:23][CH2:22][C:21]2[C:20]([C:25]3[N:29]=[C:28]([C:30]4[CH:31]=[CH:32][C:33]([O:38][CH:39]([CH3:41])[CH3:40])=[C:34]([CH:37]=4)[C:35]#[N:36])[O:27][N:26]=3)=[CH:19][CH:18]=[CH:17][C:16]1=2.CCN(CC)CC.[CH3:49][N:50]([CH3:56])[C@@H:51]1[CH2:55][CH2:54][NH:53][CH2:52]1. Product: [C:35]([C:34]1[CH:37]=[C:30]([C:28]2[O:27][N:26]=[C:25]([C:20]3[CH:19]=[CH:18][CH:17]=[C:16]4[C:21]=3[CH2:22][CH2:23][CH2:24][C@H:15]4[NH:14][C:6]([N:53]3[CH2:54][CH2:55][C@@H:51]([N:50]([CH3:56])[CH3:49])[CH2:52]3)=[O:7])[N:29]=2)[CH:31]=[CH:32][C:33]=1[O:38][CH:39]([CH3:41])[CH3:40])#[N:36]. The catalyst class is: 2. (7) Reactant: [NH2:1][C:2]1[CH:9]=[CH:8][C:5]([C:6]#[N:7])=[CH:4][CH:3]=1.[Br:10][C:11]1[CH:12]=[C:13]([CH:16]=[CH:17][CH:18]=1)[CH:14]=O.[CH2:19]=[C:20]([CH3:22])[CH3:21].FC(F)(F)S([O-])(=O)=O.[Yb+3].FC(F)(F)S([O-])(=O)=O.FC(F)(F)S([O-])(=O)=O. Product: [Br:10][C:11]1[CH:12]=[C:13]([CH:14]2[CH2:19][C:20]([CH3:22])([CH3:21])[C:9]3[C:2](=[CH:3][CH:4]=[C:5]([C:6]#[N:7])[CH:8]=3)[NH:1]2)[CH:16]=[CH:17][CH:18]=1. The catalyst class is: 115. (8) Reactant: [CH2:1]([N:8]1[CH2:13][CH2:12][C:11](=[O:14])[CH:10]([CH3:15])[CH2:9]1)[C:2]1[CH:7]=[CH:6][CH:5]=[CH:4][CH:3]=1.[CH3:16][C@@H](N)C1C=CC=CC=1.[CH3:25][C:26]([CH:28]=C)=[O:27].C1(C=CC(O)=CC=1)O.Cl. Product: [CH2:1]([N:8]1[CH2:13][CH2:12][C:11](=[O:14])[C@:10]([CH3:16])([CH2:15][CH2:25][C:26](=[O:27])[CH3:28])[CH2:9]1)[C:2]1[CH:3]=[CH:4][CH:5]=[CH:6][CH:7]=1. The catalyst class is: 247.